Dataset: Full USPTO retrosynthesis dataset with 1.9M reactions from patents (1976-2016). Task: Predict the reactants needed to synthesize the given product. (1) Given the product [CH2:17]([NH:7][C@H:8]1[CH2:12][CH2:11][C@@H:10]([C:13]([O:15][CH3:16])=[O:14])[CH2:9]1)[C:18]1[CH:23]=[CH:22][CH:21]=[CH:20][CH:19]=1, predict the reactants needed to synthesize it. The reactants are: C(=O)([O-])[O-].[K+].[K+].[NH2:7][C@H:8]1[CH2:12][CH2:11][C@@H:10]([C:13]([O:15][CH3:16])=[O:14])[CH2:9]1.[CH2:17](Br)[C:18]1[CH:23]=[CH:22][CH:21]=[CH:20][CH:19]=1. (2) The reactants are: [CH3:1][N:2]([CH3:30])[C:3]1[CH:8]=[CH:7][C:6]([C:9]2[NH:14][C:13](=[O:15])[C:12]([C:16]([O:18][CH2:19][C:20]3[CH:25]=[CH:24][CH:23]=[CH:22][CH:21]=3)=[O:17])=[C:11]([OH:26])[C:10]=2[CH2:27][CH:28]=[O:29])=[CH:5][CH:4]=1.[BH4-].[Na+]. Given the product [CH3:30][N:2]([CH3:1])[C:3]1[CH:4]=[CH:5][C:6]([C:9]2[NH:14][C:13](=[O:15])[C:12]([C:16]([O:18][CH2:19][C:20]3[CH:21]=[CH:22][CH:23]=[CH:24][CH:25]=3)=[O:17])=[C:11]([OH:26])[C:10]=2[CH2:27][CH2:28][OH:29])=[CH:7][CH:8]=1, predict the reactants needed to synthesize it. (3) Given the product [F:45][C:30]1([C:27]2[S:28][CH:29]=[C:25]([CH2:24][O:23][C:17]3[C:15]4[CH:16]=[C:12]([C:10]5[N:9]=[C:7]6[N:6]([CH:11]=5)[N:5]=[C:4]([C@@H:2]([F:1])[CH3:3])[S:8]6)[O:13][C:14]=4[CH:20]=[C:19]([O:21][CH3:22])[CH:18]=3)[N:26]=2)[CH2:31][CH:32]([CH3:37])[O:33][CH:34]([CH3:36])[CH2:35]1, predict the reactants needed to synthesize it. The reactants are: [F:1][C@H:2]([C:4]1[S:8][C:7]2=[N:9][C:10]([C:12]3[O:13][C:14]4[CH:20]=[C:19]([O:21][CH3:22])[CH:18]=[C:17]([O:23][CH2:24][C:25]5[N:26]=[C:27]([C:30]6(O)[CH2:35][CH:34]([CH3:36])[O:33][CH:32]([CH3:37])[CH2:31]6)[S:28][CH:29]=5)[C:15]=4[CH:16]=3)=[CH:11][N:6]2[N:5]=1)[CH3:3].CCN(S(F)(F)[F:45])CC. (4) Given the product [Cl:25][C:21]1[C:20]([F:26])=[C:19]([C@@H:18]2[C@:17]([C:29]3[CH:34]=[CH:33][C:32]([Cl:35])=[CH:31][C:30]=3[F:36])([C:27]#[N:28])[C@H:16]([CH2:37][C:38]([CH3:41])([CH3:40])[CH3:39])[NH:15][C@H:14]2[C:12]([NH:11][C:8]2[CH:7]=[CH:6][C:5]([CH2:4][C:3]([OH:42])=[O:2])=[CH:10][CH:9]=2)=[O:13])[CH:24]=[CH:23][CH:22]=1, predict the reactants needed to synthesize it. The reactants are: C[O:2][C:3](=[O:42])[CH2:4][C:5]1[CH:10]=[CH:9][C:8]([NH:11][C:12]([C@H:14]2[C@H:18]([C:19]3[CH:24]=[CH:23][CH:22]=[C:21]([Cl:25])[C:20]=3[F:26])[C@:17]([C:29]3[CH:34]=[CH:33][C:32]([Cl:35])=[CH:31][C:30]=3[F:36])([C:27]#[N:28])[C@H:16]([CH2:37][C:38]([CH3:41])([CH3:40])[CH3:39])[NH:15]2)=[O:13])=[CH:7][CH:6]=1.[Li+].[OH-]. (5) The reactants are: [NH2:1][C@H:2]([C:8]([NH:10][C@H:11]([C:16]([NH:18][C@H:19]([C:24]([NH:26][C@H:27]([C:33]([NH:35][C@H:36]([C:44]([NH:46][C@H:47]([C:55](N[C@H](C(N[C@H](C(O)=O)C)=O)CC(C)C)=[O:56])[CH2:48][C:49]1[CH:54]=CC=C[CH:50]=1)=[O:45])[CH2:37][C:38]1[CH:43]=[CH:42][CH:41]=[CH:40][CH:39]=1)=[O:34])[CH2:28][CH2:29][C:30](=[O:32])[OH:31])=[O:25])[CH2:20][C:21](=[O:23])[NH2:22])=[O:17])[CH2:12][C:13](=[O:15])[OH:14])=[O:9])[CH2:3][CH2:4][C:5](=[O:7])[OH:6].[OH-].[Na+].[NH2:73][C@H:74]([C:92](=[O:94])[NH2:93])[CH2:75][CH2:76][CH2:77][CH2:78][NH:79][C:80](=[O:91])[C:81]1[CH:86]=[CH:85][C:84]([O:87][CH2:88][C:89]#[CH:90])=[CH:83][CH:82]=1.C1N(CCO)CCN(CCS(O)(=O)=O)C1.C(N(CC(O)=O)CC(O)=O)CN(CC(O)=O)CC(O)=O.Cl. Given the product [NH2:1][C@H:2]([C:8]([NH:10][C@H:11]([C:16]([NH:18][C@H:19]([C:24]([NH:26][C@H:27]([C:33]([NH:35][C@H:36]([C:44]([NH:46][C@H:47]([C:55]([NH:73][C@@H:74]([CH2:75][CH2:76][CH2:77][CH2:78][NH:79][C:80](=[O:91])[C:81]1[CH:82]=[CH:83][C:84]([O:87][CH2:88][C:89]#[CH:90])=[CH:85][CH:86]=1)[C:92]([NH2:93])=[O:94])=[O:56])[CH2:48][CH:49]([CH3:50])[CH3:54])=[O:45])[CH2:37][C:38]1[CH:39]=[CH:40][CH:41]=[CH:42][CH:43]=1)=[O:34])[CH2:28][CH2:29][C:30](=[O:31])[OH:32])=[O:25])[CH2:20][C:21](=[O:23])[NH2:22])=[O:17])[CH2:12][C:13](=[O:14])[OH:15])=[O:9])[CH2:3][CH2:4][C:5](=[O:6])[OH:7], predict the reactants needed to synthesize it. (6) Given the product [Cl:10][C:11]1[N:12]=[N:13][C:14]([O:5][CH2:4][CH2:3][Si:2]([CH3:7])([CH3:6])[CH3:1])=[CH:15][CH:16]=1, predict the reactants needed to synthesize it. The reactants are: [CH3:1][Si:2]([CH3:7])([CH3:6])[CH2:3][CH2:4][OH:5].[H-].[Na+].[Cl:10][C:11]1[N:12]=[N:13][C:14](Cl)=[CH:15][CH:16]=1.[NH4+].[Cl-]. (7) Given the product [OH:13][C:12]([C:14]1[CH:19]=[CH:18][CH:17]=[CH:16][CH:15]=1)([CH:9]=[CH:10][CH3:11])[CH2:3][C:4]([O:6][CH2:7][CH3:8])=[O:5], predict the reactants needed to synthesize it. The reactants are: Br[Zn][CH2:3][C:4]([O:6][CH2:7][CH3:8])=[O:5].[CH:9]([C:12]([C:14]1[CH:19]=[CH:18][CH:17]=[CH:16][CH:15]=1)=[O:13])=[CH:10][CH3:11].Cl.C(OCC)(=O)C. (8) Given the product [CH2:31]([O:1][C:2]1[C:11]2[C:10]3[CH:12]=[CH:13][C:14]([CH2:16][S:17]([NH2:20])(=[O:19])=[O:18])=[CH:15][C:9]=3[CH:8]([C:21]3[CH:22]=[CH:23][CH:24]=[CH:25][CH:26]=3)[O:7][C:6]=2[CH:5]=[CH:4][CH:3]=1)[CH3:32], predict the reactants needed to synthesize it. The reactants are: [OH:1][C:2]1[C:11]2[C:10]3[CH:12]=[CH:13][C:14]([CH2:16][S:17]([NH2:20])(=[O:19])=[O:18])=[CH:15][C:9]=3[CH:8]([C:21]3[CH:26]=[CH:25][CH:24]=[CH:23][CH:22]=3)[O:7][C:6]=2[CH:5]=[CH:4][CH:3]=1.C[Si]([CH:31]([Si](C)(C)C)[C:32](N)=O)(C)C.CC(C)([O-])C.[K+].C(I)C.Cl.C([O-])(O)=O.[Na+].